This data is from NCI-60 drug combinations with 297,098 pairs across 59 cell lines. The task is: Regression. Given two drug SMILES strings and cell line genomic features, predict the synergy score measuring deviation from expected non-interaction effect. (1) Drug 1: C1=CN(C(=O)N=C1N)C2C(C(C(O2)CO)O)O.Cl. Drug 2: CCC1(C2=C(COC1=O)C(=O)N3CC4=CC5=C(C=CC(=C5CN(C)C)O)N=C4C3=C2)O.Cl. Cell line: OVCAR-5. Synergy scores: CSS=46.7, Synergy_ZIP=-9.12, Synergy_Bliss=-8.19, Synergy_Loewe=-3.52, Synergy_HSA=-1.48. (2) Drug 1: CC1=C(C=C(C=C1)C(=O)NC2=CC(=CC(=C2)C(F)(F)F)N3C=C(N=C3)C)NC4=NC=CC(=N4)C5=CN=CC=C5. Drug 2: C1CNP(=O)(OC1)N(CCCl)CCCl. Cell line: PC-3. Synergy scores: CSS=-5.45, Synergy_ZIP=3.56, Synergy_Bliss=0.138, Synergy_Loewe=-4.75, Synergy_HSA=-6.87. (3) Drug 1: CS(=O)(=O)OCCCCOS(=O)(=O)C. Drug 2: C1CN(P(=O)(OC1)NCCCl)CCCl. Cell line: HCC-2998. Synergy scores: CSS=9.43, Synergy_ZIP=2.73, Synergy_Bliss=3.13, Synergy_Loewe=-2.80, Synergy_HSA=-0.879. (4) Drug 1: C1CN(CCN1C(=O)CCBr)C(=O)CCBr. Drug 2: N.N.Cl[Pt+2]Cl. Cell line: NCIH23. Synergy scores: CSS=74.0, Synergy_ZIP=-1.21, Synergy_Bliss=-1.74, Synergy_Loewe=0.416, Synergy_HSA=4.23. (5) Synergy scores: CSS=40.0, Synergy_ZIP=-4.38, Synergy_Bliss=-1.39, Synergy_Loewe=-4.94, Synergy_HSA=0.981. Drug 1: CC(C)(C#N)C1=CC(=CC(=C1)CN2C=NC=N2)C(C)(C)C#N. Cell line: RPMI-8226. Drug 2: C1=NC2=C(N1)C(=S)N=CN2.